Predict the reaction yield, written as a fraction of the theoretical maximum amount of product (1.0 means a 100% yield; for example, 0.34 means a 34% yield). From a dataset of Reaction yield outcomes from USPTO patents with 853,638 reactions. (1) The product is [Cl:12][C:11]1[C:6]2[N:7]([C:3]([S:2][CH3:1])=[N:4][CH:5]=2)[CH:8]=[CH:9][N:10]=1. The reactants are [CH3:1][S:2][C:3](=O)[NH:4][CH2:5][C:6]1[C:11]([Cl:12])=[N:10][CH:9]=[CH:8][N:7]=1.CN(C=O)C.O=P(Cl)(Cl)Cl. The catalyst is CC#N. The yield is 0.630. (2) The reactants are [OH:1][CH2:2][C:3]1[C:4]([CH3:9])=[N:5][CH:6]=[CH:7][CH:8]=1. The catalyst is C(Cl)Cl.[O-2].[O-2].[Mn+4]. The product is [CH3:9][C:4]1[C:3]([CH:2]=[O:1])=[CH:8][CH:7]=[CH:6][N:5]=1. The yield is 0.850. (3) The catalyst is O1CCCC1. The reactants are [C:1]([C:5]1[CH:6]=[C:7]2[C:12](=[O:13])[N:11]([CH:14]([C:19]3[CH:24]=[CH:23][C:22]([O:25][CH3:26])=[C:21]([O:27][CH2:28][CH3:29])[CH:20]=3)[CH2:15][C:16](O)=[O:17])[C:9](=[O:10])[C:8]2=[CH:30][CH:31]=1)([CH3:4])([CH3:3])[CH3:2].C(N1C=CN=C1)(N1C=CN=C1)=O.Cl.[NH2:45][OH:46]. The yield is 0.850. The product is [C:1]([C:5]1[CH:6]=[C:7]2[C:12](=[O:13])[N:11]([CH:14]([C:19]3[CH:24]=[CH:23][C:22]([O:25][CH3:26])=[C:21]([O:27][CH2:28][CH3:29])[CH:20]=3)[CH2:15][C:16]([NH:45][OH:46])=[O:17])[C:9](=[O:10])[C:8]2=[CH:30][CH:31]=1)([CH3:4])([CH3:3])[CH3:2].